Dataset: Reaction yield outcomes from USPTO patents with 853,638 reactions. Task: Predict the reaction yield, written as a fraction of the theoretical maximum amount of product (1.0 means a 100% yield; for example, 0.34 means a 34% yield). The reactants are [NH2:1][C:2]1[CH:3]=[C:4]([CH:8]=[CH:9][C:10]=1[NH2:11])[C:5]([OH:7])=[O:6].[CH3:12][C:13]1[CH:14]=[C:15]2[C:24]3[C:22]([CH:23]=1)=[CH:21][C:20]([CH3:25])=[CH:19][C:18]=3[C:17](=O)[C:16]2=O. The catalyst is C(O)(=O)C. The product is [CH3:12][C:13]1[CH:23]=[C:22]2[C:24]3=[C:15]([C:16]4[C:17]([C:18]3=[CH:19][C:20]([CH3:25])=[CH:21]2)=[N:1][C:2]2[C:10](=[CH:9][CH:8]=[C:4]([C:5]([OH:7])=[O:6])[CH:3]=2)[N:11]=4)[CH:14]=1. The yield is 0.490.